From a dataset of Catalyst prediction with 721,799 reactions and 888 catalyst types from USPTO. Predict which catalyst facilitates the given reaction. Reactant: [Cl:1][C:2]1[CH:3]=[C:4]([C:12]2[S:16][N:15]=[C:14]([C:17]3[C:18]([CH2:37][CH3:38])=[C:19]([CH2:23][CH:24]4[CH2:29][CH2:28][N:27]([CH2:30][CH2:31][C:32]([O:34]CC)=[O:33])[CH2:26][CH2:25]4)[CH:20]=[CH:21][CH:22]=3)[N:13]=2)[CH:5]=[CH:6][C:7]=1[O:8][CH:9]([CH3:11])[CH3:10].[OH-].[Na+]. Product: [Cl:1][C:2]1[CH:3]=[C:4]([C:12]2[S:16][N:15]=[C:14]([C:17]3[C:18]([CH2:37][CH3:38])=[C:19]([CH2:23][CH:24]4[CH2:25][CH2:26][N:27]([CH2:30][CH2:31][C:32]([OH:34])=[O:33])[CH2:28][CH2:29]4)[CH:20]=[CH:21][CH:22]=3)[N:13]=2)[CH:5]=[CH:6][C:7]=1[O:8][CH:9]([CH3:11])[CH3:10]. The catalyst class is: 252.